Dataset: Ames mutagenicity test results for genotoxicity prediction. Task: Regression/Classification. Given a drug SMILES string, predict its toxicity properties. Task type varies by dataset: regression for continuous values (e.g., LD50, hERG inhibition percentage) or binary classification for toxic/non-toxic outcomes (e.g., AMES mutagenicity, cardiotoxicity, hepatotoxicity). Dataset: ames. (1) The molecule is Nc1nc2c(s1)CCC1NCCCC21. The result is 0 (non-mutagenic). (2) The molecule is CC/C=C\C/C=C\C/C=C\CCCCCCCC(=O)OCC. The result is 1 (mutagenic). (3) The drug is O=C[C@H]1CO1. The result is 1 (mutagenic). (4) The molecule is CC(C)(Oc1ccc([C@@H]2CC2(Cl)Cl)cc1)C(=O)O. The result is 0 (non-mutagenic). (5) The molecule is O=[N+]([O-])c1ccc(-c2ccc([N+](=O)[O-])c([N+](=O)[O-])c2)c([N+](=O)[O-])c1. The result is 1 (mutagenic). (6) The result is 1 (mutagenic). The drug is O=C(Nc1ccccc1Br)c1csc([N+](=O)[O-])c1. (7) The compound is O=Cc1ccc2c(c1)OCO2. The result is 0 (non-mutagenic). (8) The drug is CC(=O)c1ccc(S(=O)(=O)NC(=O)NC2CCCCC2)cc1. The result is 0 (non-mutagenic).